From a dataset of Full USPTO retrosynthesis dataset with 1.9M reactions from patents (1976-2016). Predict the reactants needed to synthesize the given product. (1) The reactants are: C([O:3][C:4](=[O:22])/[C:5](/[CH3:21])=[CH:6]/[C:7]1[CH:12]=[CH:11][C:10]([O:13][CH3:14])=[C:9]([O:15][CH:16]2[CH2:20][CH2:19][CH2:18][CH2:17]2)[CH:8]=1)C.[Li+].[OH-].O.[OH-].[Li+]. Given the product [CH:16]1([O:15][C:9]2[CH:8]=[C:7](/[CH:6]=[C:5](\[CH3:21])/[C:4]([OH:22])=[O:3])[CH:12]=[CH:11][C:10]=2[O:13][CH3:14])[CH2:17][CH2:18][CH2:19][CH2:20]1, predict the reactants needed to synthesize it. (2) Given the product [C:1]([C:5]1[CH:6]=[C:7]2[C:12](=[C:13]([F:15])[CH:14]=1)[C:11](=[O:16])[N:10]([C:17]1[C:18]([CH:34]=[O:35])=[C:19]([N:23]3[C:31]4[C:26](=[CH:27][CH:28]=[CH:29][CH:30]=4)[C:25]([C:32]([NH2:33])=[O:39])=[CH:24]3)[CH:20]=[CH:21][CH:22]=1)[N:9]=[CH:8]2)([CH3:4])([CH3:2])[CH3:3], predict the reactants needed to synthesize it. The reactants are: [C:1]([C:5]1[CH:6]=[C:7]2[C:12](=[C:13]([F:15])[CH:14]=1)[C:11](=[O:16])[N:10]([C:17]1[C:18]([CH:34]=[O:35])=[C:19]([N:23]3[C:31]4[C:26](=[CH:27][CH:28]=[CH:29][CH:30]=4)[C:25]([C:32]#[N:33])=[CH:24]3)[CH:20]=[CH:21][CH:22]=1)[N:9]=[CH:8]2)([CH3:4])([CH3:3])[CH3:2].O.C([OH:39])C. (3) Given the product [CH:1]1([C:7]2[C:8]3[CH:9]=[CH:10][C:11]([C:32]([NH:34][S:35]([N:38]([CH3:39])[CH2:40][CH:41]=[O:42])(=[O:36])=[O:37])=[O:33])=[CH:12][C:13]=3[N:14]3[C:21]=2[C:20]2[CH:22]=[CH:23][CH:24]=[CH:25][C:19]=2[O:18][CH2:17][CH:16]([CH2:26][O:27][CH2:28][CH2:29][NH:30][CH3:31])[CH2:15]3)[CH2:2][CH2:3][CH2:4][CH2:5][CH2:6]1, predict the reactants needed to synthesize it. The reactants are: [CH:1]1([C:7]2[C:8]3[CH:9]=[CH:10][C:11]([C:32]([NH:34][S:35]([N:38]([CH2:40][CH:41](OC)[O:42]C)[CH3:39])(=[O:37])=[O:36])=[O:33])=[CH:12][C:13]=3[N:14]3[C:21]=2[C:20]2[CH:22]=[CH:23][CH:24]=[CH:25][C:19]=2[O:18][CH2:17][CH:16]([CH2:26][O:27][CH2:28][CH2:29][NH:30][CH3:31])[CH2:15]3)[CH2:6][CH2:5][CH2:4][CH2:3][CH2:2]1.C(O)(C(F)(F)F)=O.O. (4) Given the product [CH:12]1[N:13]2[C:22]3[C:17]([CH2:16][CH2:15][C:14]2=[C:10]([CH2:9][C@H:5]([CH2:4][CH2:3][CH2:2][NH:1][C:35]([O:34][CH:32]([O:31][C:23]([C:24]2[CH:29]=[CH:28][CH:27]=[CH:26][CH:25]=2)=[O:30])[CH3:33])=[O:36])[C:6]([OH:8])=[O:7])[N:11]=1)=[CH:18][CH:19]=[CH:20][CH:21]=3, predict the reactants needed to synthesize it. The reactants are: [NH2:1][CH2:2][CH2:3][CH2:4][C@@H:5]([CH2:9][C:10]1[N:11]=[CH:12][N:13]2[C:22]3[C:17](=[CH:18][CH:19]=[CH:20][CH:21]=3)[CH2:16][CH2:15][C:14]=12)[C:6]([OH:8])=[O:7].[C:23]([O:31][CH:32]([O:34][C:35](OC1C=CC([N+]([O-])=O)=CC=1)=[O:36])[CH3:33])(=[O:30])[C:24]1[CH:29]=[CH:28][CH:27]=[CH:26][CH:25]=1. (5) Given the product [F:20][B-:21]([F:24])([F:23])[F:22].[CH3:18][C:13]1([CH3:17])[CH2:14][C:15]2[O+:16]=[CH:26][C:2]3[NH:1][C:9]4[CH:8]=[CH:7][CH:6]=[CH:5][C:4]=4[C:3]=3[C:10]=2[C:11](=[O:19])[CH2:12]1, predict the reactants needed to synthesize it. The reactants are: [NH:1]1[C:9]2[C:4](=[CH:5][CH:6]=[CH:7][CH:8]=2)[C:3]([CH:10]2[C:15](=[O:16])[CH2:14][C:13]([CH3:18])([CH3:17])[CH2:12][C:11]2=[O:19])=[CH:2]1.[F:20][B-:21]([F:24])([F:23])[F:22].[H+].[CH2:26](OC(OCC)OCC)C. (6) The reactants are: N#N.[CH3:3][C:4]1([C:9]2[S:13][C:12]([CH2:14][N:15]3[N:19]=[C:18]([N+:20]([O-])=O)[CH:17]=[N:16]3)=[CH:11][CH:10]=2)[O:8][CH2:7][CH2:6][O:5]1.[NH4+].[Cl-]. Given the product [CH3:3][C:4]1([C:9]2[S:13][C:12]([CH2:14][N:15]3[N:19]=[C:18]([NH2:20])[CH:17]=[N:16]3)=[CH:11][CH:10]=2)[O:8][CH2:7][CH2:6][O:5]1, predict the reactants needed to synthesize it.